This data is from NCI-60 drug combinations with 297,098 pairs across 59 cell lines. The task is: Regression. Given two drug SMILES strings and cell line genomic features, predict the synergy score measuring deviation from expected non-interaction effect. (1) Drug 1: CC1=C(C=C(C=C1)NC(=O)C2=CC=C(C=C2)CN3CCN(CC3)C)NC4=NC=CC(=N4)C5=CN=CC=C5. Drug 2: CC(C)NC(=O)C1=CC=C(C=C1)CNNC.Cl. Cell line: NCI-H460. Synergy scores: CSS=-2.16, Synergy_ZIP=1.84, Synergy_Bliss=2.50, Synergy_Loewe=-0.279, Synergy_HSA=-1.24. (2) Drug 1: C1=CC(=CC=C1CCC2=CNC3=C2C(=O)NC(=N3)N)C(=O)NC(CCC(=O)O)C(=O)O. Drug 2: CC12CCC3C(C1CCC2O)C(CC4=C3C=CC(=C4)O)CCCCCCCCCS(=O)CCCC(C(F)(F)F)(F)F. Cell line: SF-539. Synergy scores: CSS=38.1, Synergy_ZIP=2.53, Synergy_Bliss=0.577, Synergy_Loewe=-15.0, Synergy_HSA=1.34.